Dataset: Full USPTO retrosynthesis dataset with 1.9M reactions from patents (1976-2016). Task: Predict the reactants needed to synthesize the given product. (1) Given the product [CH3:25][N:22]1[CH2:21][CH2:20][N:19]([CH2:18][C:15]2[CH:14]=[CH:13][C:12]([C:11]([NH:10][C:5]3[CH:6]=[CH:7][C:8]([CH3:9])=[C:3]([CH:4]=3)[CH2:1][NH:30][C:31]3[CH:32]=[C:33]4[CH:39]=[C:38]([C:40]([O:42][CH3:43])=[O:41])[NH:37][C:34]4=[N:35][CH:36]=3)=[O:26])=[CH:17][CH:16]=2)[CH2:24][CH2:23]1, predict the reactants needed to synthesize it. The reactants are: [CH:1]([C:3]1[CH:4]=[C:5]([NH:10][C:11](=[O:26])[C:12]2[CH:17]=[CH:16][C:15]([CH2:18][N:19]3[CH2:24][CH2:23][N:22]([CH3:25])[CH2:21][CH2:20]3)=[CH:14][CH:13]=2)[CH:6]=[CH:7][C:8]=1[CH3:9])=O.ClCCl.[NH2:30][C:31]1[CH:32]=[C:33]2[CH:39]=[C:38]([C:40]([O:42][CH3:43])=[O:41])[NH:37][C:34]2=[N:35][CH:36]=1.C(O[BH3-])(=O)C.[Na+]. (2) Given the product [OH:1][CH:2]1[O:10][C@@H:9]([CH3:11])[C@@H:7]([OH:8])[C@@H:5]([OH:6])[C@@H:3]1[OH:4], predict the reactants needed to synthesize it. The reactants are: [O:1]=[CH:2][C@H:3]([C@@H:5]([C@@H:7]([C@H:9]([CH3:11])[OH:10])[OH:8])[OH:6])[OH:4].C1C=C(C(O)=O)C(N)=CC=1.OC(C1(O[C@@H]([C@@H]([C@@H](CO)O)O)[C@H](NC(C)=O)[C@@H](O)C1)O)=O. (3) Given the product [O:9]1[CH2:13][CH2:12][CH:11]([CH2:14][O:15][C:2]2[CH:7]=[CH:6][C:5]([Br:8])=[CH:4][N:3]=2)[CH2:10]1, predict the reactants needed to synthesize it. The reactants are: Br[C:2]1[CH:7]=[CH:6][C:5]([Br:8])=[CH:4][N:3]=1.[O:9]1[CH2:13][CH2:12][CH:11]([CH2:14][OH:15])[CH2:10]1. (4) Given the product [CH3:13][C:2]1[CH:3]=[C:4]2[C:9](=[CH:10][CH:11]=1)[C:8](=[O:12])[CH2:7][CH2:6][CH2:5]2, predict the reactants needed to synthesize it. The reactants are: Br[C:2]1[CH:3]=[C:4]2[C:9](=[CH:10][CH:11]=1)[C:8](=[O:12])[CH2:7][CH2:6][CH2:5]2.[CH3:13]B(O)O.C1C=CC(P(C2C=CC=CC=2)C2C=CC=CC=2)=CC=1.[O-]P([O-])([O-])=O.[K+].[K+].[K+]. (5) Given the product [C:12]([NH:1][C:2]1[NH:6][N:5]=[C:4]([C:7]([O:9][CH2:10][CH3:11])=[O:8])[N:3]=1)(=[O:14])[CH3:13], predict the reactants needed to synthesize it. The reactants are: [NH2:1][C:2]1[NH:6][N:5]=[C:4]([C:7]([O:9][CH2:10][CH3:11])=[O:8])[N:3]=1.[C:12](OC(=O)C)(=[O:14])[CH3:13]. (6) Given the product [Br:4][C:5]1[CH:13]=[CH:12][C:11]([S:14]([CH:24]([CH3:26])[CH3:25])(=[O:16])=[O:15])=[CH:10][C:6]=1[C:7]([OH:9])=[O:8], predict the reactants needed to synthesize it. The reactants are: O.NN.[Br:4][C:5]1[CH:13]=[CH:12][C:11]([S:14](Cl)(=[O:16])=[O:15])=[CH:10][C:6]=1[C:7]([OH:9])=[O:8].CC([O-])=O.[Na+].I[CH:24]([CH3:26])[CH3:25].